From a dataset of Forward reaction prediction with 1.9M reactions from USPTO patents (1976-2016). Predict the product of the given reaction. (1) The product is: [OH:29][CH2:28][C@@H:27]([NH:26][C:23]1[N:24]=[CH:25][C:20]([NH:19][C:12]([C:10]2[N:11]=[C:7]([C:1]3[CH:2]=[CH:3][CH:4]=[CH:5][CH:6]=3)[O:8][C:9]=2[C:15]([F:18])([F:17])[F:16])=[O:14])=[CH:21][N:22]=1)[CH3:30]. Given the reactants [C:1]1([C:7]2[O:8][C:9]([C:15]([F:18])([F:17])[F:16])=[C:10]([C:12]([OH:14])=O)[N:11]=2)[CH:6]=[CH:5][CH:4]=[CH:3][CH:2]=1.[NH2:19][C:20]1[CH:21]=[N:22][C:23]([NH:26][C@@H:27]([CH3:30])[CH2:28][OH:29])=[N:24][CH:25]=1, predict the reaction product. (2) Given the reactants [N:1]([C:4](=[CH:10][C:11]1[C:12]2[N:13]([CH:17]=[C:18]([CH3:20])[N:19]=2)[CH:14]=[CH:15][CH:16]=1)[C:5]([O:7][CH2:8][CH3:9])=[O:6])=[N+]=[N-].[K+].[Br-], predict the reaction product. The product is: [CH3:20][C:18]1[CH2:17][N:13]2[CH:14]=[CH:15][C:16]3[C:11]([CH:10]=[C:4]([C:5]([O:7][CH2:8][CH3:9])=[O:6])[N:1]=3)=[C:12]2[N:19]=1. (3) The product is: [CH3:27][CH:23]1[CH2:24][CH2:25][CH2:26][N:22]1[CH2:21][CH2:20][CH2:19][O:18][C:15]1[CH:14]=[CH:13][C:12]([N:11]2[C:10](=[O:28])[CH2:9][CH2:8][C@H:7]2[CH2:6][NH:5][C:1](=[O:3])[CH3:2])=[CH:17][CH:16]=1. Given the reactants [C:1](Cl)(=[O:3])[CH3:2].[NH2:5][CH2:6][C@H:7]1[N:11]([C:12]2[CH:17]=[CH:16][C:15]([O:18][CH2:19][CH2:20][CH2:21][N:22]3[CH2:26][CH2:25][CH2:24][CH:23]3[CH3:27])=[CH:14][CH:13]=2)[C:10](=[O:28])[CH2:9][CH2:8]1, predict the reaction product. (4) Given the reactants [F:1][C:2]1[CH:7]=[CH:6][C:5]([C:8](=[O:13])[CH2:9][N+:10]([O-:12])=[O:11])=[CH:4][CH:3]=1.C(N(CC)CC)C.C(O)=O.CN(C)C=O, predict the reaction product. The product is: [F:1][C:2]1[CH:7]=[CH:6][C:5]([CH:8]([OH:13])[CH2:9][N+:10]([O-:12])=[O:11])=[CH:4][CH:3]=1. (5) Given the reactants [F:1][C:2]1[S:6][C:5]2[CH:7]=[CH:8][C:9]([F:11])=[CH:10][C:4]=2[CH:3]=1.[N:12]1[CH:17]=[CH:16][CH:15]=[N:14][CH:13]=1.O, predict the reaction product. The product is: [F:1][C:2]1[S:6][C:5]2[CH:7]=[CH:8][C:9]([F:11])=[CH:10][C:4]=2[C:3]=1[CH:15]1[NH:14][CH:13]=[N:12][CH:17]=[CH:16]1.